From a dataset of Full USPTO retrosynthesis dataset with 1.9M reactions from patents (1976-2016). Predict the reactants needed to synthesize the given product. Given the product [Cl:14][C:10]1[N:9]=[C:8]([C:6]2[N:7]=[C:2]([NH:30][CH:27]3[CH2:28][CH2:29][C:24]([F:31])([F:23])[CH2:25][CH2:26]3)[CH:3]=[C:4]([NH:15][C@H:16]([CH3:21])[C:17]([F:20])([F:19])[F:18])[N:5]=2)[CH:13]=[CH:12][CH:11]=1, predict the reactants needed to synthesize it. The reactants are: Cl[C:2]1[N:7]=[C:6]([C:8]2[CH:13]=[CH:12][CH:11]=[C:10]([Cl:14])[N:9]=2)[N:5]=[C:4]([NH:15][C@H:16]([CH3:21])[C:17]([F:20])([F:19])[F:18])[CH:3]=1.Cl.[F:23][C:24]1([F:31])[CH2:29][CH2:28][CH:27]([NH2:30])[CH2:26][CH2:25]1.[F-].[Cs+].CCN(C(C)C)C(C)C.